The task is: Predict the reactants needed to synthesize the given product.. This data is from Full USPTO retrosynthesis dataset with 1.9M reactions from patents (1976-2016). (1) Given the product [CH3:10][C@@H:9]1[CH2:8][NH:7][C@@H:6]2[C@@H:2]([OH:1])[CH2:3][O:4][C@H:5]12, predict the reactants needed to synthesize it. The reactants are: [OH:1][C@@H:2]1[C@H:6]2[N:7](C(OCC3C=CC=CC=3)=O)[CH2:8][C@@H:9]([CH3:10])[C@H:5]2[O:4][CH2:3]1.[H][H]. (2) Given the product [CH3:1][C:2]1[CH:10]=[CH:9][C:8]([C:11]2[N:12]([C:22]([O:24][C:25]([CH3:27])([CH3:26])[CH3:28])=[O:23])[C:13]3[C:18]([CH:19]=2)=[CH:17][C:16]([CH2:20][NH:33][CH2:32][CH2:30][OH:31])=[CH:15][CH:14]=3)=[C:7]2[C:3]=1[CH2:4][NH:5][C:6]2=[O:29], predict the reactants needed to synthesize it. The reactants are: [CH3:1][C:2]1[CH:10]=[CH:9][C:8]([C:11]2[N:12]([C:22]([O:24][C:25]([CH3:28])([CH3:27])[CH3:26])=[O:23])[C:13]3[C:18]([CH:19]=2)=[CH:17][C:16]([CH:20]=O)=[CH:15][CH:14]=3)=[C:7]2[C:3]=1[CH2:4][NH:5][C:6]2=[O:29].[CH2:30]([CH2:32][NH2:33])[OH:31].C(O)(=O)C.C(O[BH-](OC(=O)C)OC(=O)C)(=O)C.[Na+].Cl. (3) Given the product [O:21]=[C:20]([CH:17]1[CH2:18][CH2:19][O:14][CH2:15][CH2:16]1)[CH2:12][C:11]#[N:13], predict the reactants needed to synthesize it. The reactants are: [Li+].C[Si]([N-][Si](C)(C)C)(C)C.[C:11](#[N:13])[CH3:12].[O:14]1[CH2:19][CH2:18][CH:17]([C:20](OC)=[O:21])[CH2:16][CH2:15]1. (4) Given the product [Cl:1][C:2]1[CH:3]=[CH:4][C:5]([CH2:8][O:9][C:10]2[CH:15]=[CH:14][N:13]([C:16]3[CH:17]=[N:18][C:19]([N:28]4[CH2:29][CH2:30][N:25]([CH3:24])[CH2:26][CH2:27]4)=[CH:20][CH:21]=3)[C:12](=[O:23])[CH:11]=2)=[N:6][CH:7]=1, predict the reactants needed to synthesize it. The reactants are: [Cl:1][C:2]1[CH:3]=[CH:4][C:5]([CH2:8][O:9][C:10]2[CH:15]=[CH:14][N:13]([C:16]3[CH:17]=[N:18][C:19](F)=[CH:20][CH:21]=3)[C:12](=[O:23])[CH:11]=2)=[N:6][CH:7]=1.[CH3:24][N:25]1[CH2:30][CH2:29][NH:28][CH2:27][CH2:26]1.C([O-])([O-])=O.[K+].[K+]. (5) Given the product [CH2:21]([O:20][C:18](=[O:19])[C:17]([C:9]([C:10]1[CH:11]=[CH:12][N:13]=[CH:14][CH:15]=1)=[O:16])=[CH:3][N:4]([CH3:5])[CH3:6])[CH3:22], predict the reactants needed to synthesize it. The reactants are: CO[CH:3](OC)[N:4]([CH3:6])[CH3:5].[C:9]([CH2:17][C:18]([O:20][CH2:21][CH3:22])=[O:19])(=[O:16])[C:10]1[CH:15]=[CH:14][N:13]=[CH:12][CH:11]=1. (6) Given the product [CH2:17]([O:19][C:20]([C:22]1[C:23](=[O:45])[C:24]2[CH:29]=[N:28][C:27]([NH:16][C:13]3[CH:12]=[CH:11][C:10]([CH2:9][CH2:8][N:5]4[CH2:6][CH2:7][N:2]([CH3:1])[CH2:3][CH2:4]4)=[CH:15][CH:14]=3)=[N:26][C:25]=2[N:34]([C:36]2[CH:37]=[C:38]3[C:42](=[CH:43][CH:44]=2)[CH2:41][CH2:40][CH2:39]3)[CH:35]=1)=[O:21])[CH3:18], predict the reactants needed to synthesize it. The reactants are: [CH3:1][N:2]1[CH2:7][CH2:6][N:5]([CH2:8][CH2:9][C:10]2[CH:15]=[CH:14][C:13]([NH2:16])=[CH:12][CH:11]=2)[CH2:4][CH2:3]1.[CH2:17]([O:19][C:20]([C:22]1[C:23](=[O:45])[C:24]2[CH:29]=[N:28][C:27](S(C)(=O)=O)=[N:26][C:25]=2[N:34]([C:36]2[CH:37]=[C:38]3[C:42](=[CH:43][CH:44]=2)[CH2:41][CH2:40][CH2:39]3)[CH:35]=1)=[O:21])[CH3:18]. (7) Given the product [Br:22][C:13]1[CH:12]=[N:11][C:10]([N:7]2[CH2:8][CH2:9][CH:4]([CH2:3][CH2:2][NH:1][C:29](=[O:34])[C:30]([CH3:33])([CH3:32])[CH3:31])[CH2:5][CH2:6]2)=[C:15]2[S:16][C:17]([C:19]([NH2:21])=[O:20])=[CH:18][C:14]=12, predict the reactants needed to synthesize it. The reactants are: [NH2:1][CH2:2][CH2:3][CH:4]1[CH2:9][CH2:8][N:7]([C:10]2[N:11]=[CH:12][C:13]([Br:22])=[C:14]3[CH:18]=[C:17]([C:19]([NH2:21])=[O:20])[S:16][C:15]=23)[CH2:6][CH2:5]1.N1C=CC=CC=1.[C:29](Cl)(=[O:34])[C:30]([CH3:33])([CH3:32])[CH3:31]. (8) Given the product [C:31]([O:30][C:29](=[O:35])[NH:28][C:24]1[CH:25]=[CH:26][CH:27]=[C:22]([CH2:38][CH2:37][CH:36]=[O:39])[CH:23]=1)([CH3:34])([CH3:33])[CH3:32], predict the reactants needed to synthesize it. The reactants are: F[B-](F)(F)F.C([PH+](C(C)(C)C)C(C)(C)C)(C)(C)C.N#N.Br[C:22]1[CH:23]=[C:24]([NH:28][C:29](=[O:35])[O:30][C:31]([CH3:34])([CH3:33])[CH3:32])[CH:25]=[CH:26][CH:27]=1.[CH2:36]([OH:39])[CH:37]=[CH2:38].C1(N(C)C2CCCCC2)CCCCC1.